This data is from Experimentally validated miRNA-target interactions with 360,000+ pairs, plus equal number of negative samples. The task is: Binary Classification. Given a miRNA mature sequence and a target amino acid sequence, predict their likelihood of interaction. (1) The miRNA is hsa-miR-6787-3p with sequence UCUCAGCUGCUGCCCUCUCCAG. The protein sequence of the target gene is MEPPAGAAATVKDPDHDPVKTKVSAPAADPKPRTSSQKAGHSLQDWDTIATVGTGTFGRVNLVKEKTGRQYCALKIMSIPDVIRLKQEQHVQNEKAVLKEINHPFLIKLLWTGHDNRFLYMLMEFVPGGELFTYLRNRGRFSSVASVFYATEIVCAIEYLHSKEIVYRDLKPENILLDREGHIKLTDFGFAKKLVDRTWTLCGTPEYLAPEVIQSKGHGRAVDWWALGILIFEMLSGFPPFFDDNPFGIYQKILACKIDFPRQLDFTSKDLIKKLLVVDRTRRLGNMKNGAEDIKRHRWF.... Result: 0 (no interaction). (2) The miRNA is hsa-miR-877-3p with sequence UCCUCUUCUCCCUCCUCCCAG. The protein sequence of the target gene is MAQHFSLAACDVVGFDLDHTLCRYNLPESAPLIYNSFAQFLVKEKGYDKELLNVTPEDWDFCCKGLALDLEDGNFLKLANNGTVLRASHGTKMMTPEVLAEAYGKKEWKHFLSDTGMACRSGKYYFYDNYFDLPGALLCARVVDYLTKLNNGQKTFDFWKDIVAAIQHNYKMSAFKENCGIYFPEIKRDPGRYLHSCPESVKKWLRQLKNAGKILLLITSSHSDYCRLLCEYILGNDFTDLFDIVITNALKPGFFSHLPSQRPFRTLENDEEQEALPSLDKPGWYSQGNAVHLYELLKKM.... Result: 0 (no interaction).